This data is from Forward reaction prediction with 1.9M reactions from USPTO patents (1976-2016). The task is: Predict the product of the given reaction. Given the reactants [CH3:1][N:2]([CH3:27])[C:3]1([C:21]2[CH:26]=[CH:25][CH:24]=[CH:23][CH:22]=2)[CH2:8][CH2:7][C:6](=[CH:9][C:10]([NH:12][CH2:13][CH2:14][C:15]2[CH:20]=[CH:19][CH:18]=[CH:17][CH:16]=2)=[O:11])[CH2:5][CH2:4]1.[Cl:28][Si](C)(C)C, predict the reaction product. The product is: [ClH:28].[CH3:27][N:2]([CH3:1])[C:3]1([C:21]2[CH:26]=[CH:25][CH:24]=[CH:23][CH:22]=2)[CH2:8][CH2:7][C:6](=[CH:9][C:10]([NH:12][CH2:13][CH2:14][C:15]2[CH:20]=[CH:19][CH:18]=[CH:17][CH:16]=2)=[O:11])[CH2:5][CH2:4]1.